This data is from Reaction yield outcomes from USPTO patents with 853,638 reactions. The task is: Predict the reaction yield, written as a fraction of the theoretical maximum amount of product (1.0 means a 100% yield; for example, 0.34 means a 34% yield). (1) The reactants are Cl.N[C@H]1CCCC[C@H]1CNC.CC(N([C@H]1CCCC[C@H]1C=O)C(=O)[O-])(C)C.CN.C(OC1C(=O)C=COC=1C)C1C=CC=CC=1.[F:46][C:47]1[CH:52]=[C:51]([F:53])[CH:50]=[CH:49][C:48]=1[CH2:54][NH:55][C:56]([C:58]1[C:59](=[O:86])[C:60]([O:78]CC2C=CC=CC=2)=[C:61]2[C:75](=[O:76])[N:65]3[CH:66]4[CH:71]([CH2:72][N:73]([CH3:74])[CH:64]3[CH2:63][N:62]2[CH:77]=1)[CH2:70][CH2:69][CH2:68][CH2:67]4)=[O:57]. The catalyst is [Pd].O1CCCC1. The product is [F:46][C:47]1[CH:52]=[C:51]([F:53])[CH:50]=[CH:49][C:48]=1[CH2:54][NH:55][C:56]([C:58]1[C:59](=[O:86])[C:60]([OH:78])=[C:61]2[C:75](=[O:76])[N:65]3[CH:66]4[CH:71]([CH2:72][N:73]([CH3:74])[CH:64]3[CH2:63][N:62]2[CH:77]=1)[CH2:70][CH2:69][CH2:68][CH2:67]4)=[O:57]. The yield is 0.640. (2) The reactants are [F:1][C:2]1[CH:3]=[C:4]([C@:15]([NH:30][C:31](=[O:40])[NH:32][C:33]2([C:36](OC)=[O:37])[CH2:35][CH2:34]2)([C:23]2[CH:28]=[CH:27][C:26]([F:29])=[CH:25][CH:24]=2)[CH2:16][C:17]2[CH:22]=[CH:21][CH:20]=[CH:19][CH:18]=2)[CH:5]=[C:6]([O:8][C:9]([F:14])([F:13])[CH:10]([F:12])[F:11])[CH:7]=1.[Li+].[BH4-].Cl. The catalyst is C1COCC1.CCOCC. The product is [F:1][C:2]1[CH:3]=[C:4]([C@:15]([NH:30][C:31]([NH:32][C:33]2([CH2:36][OH:37])[CH2:35][CH2:34]2)=[O:40])([C:23]2[CH:28]=[CH:27][C:26]([F:29])=[CH:25][CH:24]=2)[CH2:16][C:17]2[CH:18]=[CH:19][CH:20]=[CH:21][CH:22]=2)[CH:5]=[C:6]([O:8][C:9]([F:13])([F:14])[CH:10]([F:11])[F:12])[CH:7]=1. The yield is 0.840. (3) The reactants are [F:1][C:2]1[CH:7]=[CH:6][CH:5]=[CH:4][C:3]=1[C:8]1[N:9]=[C:10]([CH2:28][N:29](C)[C:30](=O)OC(C)(C)C)[S:11][C:12]=1[S:13]([C:16]1[CH:21]=[CH:20][CH:19]=[C:18]([N:22]2[CH2:26][CH2:25][CH2:24][C:23]2=[O:27])[CH:17]=1)(=[O:15])=[O:14].C(OCC)(=O)C.[ClH:44]. The catalyst is C(O)C. The product is [ClH:44].[F:1][C:2]1[CH:7]=[CH:6][CH:5]=[CH:4][C:3]=1[C:8]1[N:9]=[C:10]([CH2:28][NH:29][CH3:30])[S:11][C:12]=1[S:13]([C:16]1[CH:17]=[C:18]([N:22]2[CH2:26][CH2:25][CH2:24][C:23]2=[O:27])[CH:19]=[CH:20][CH:21]=1)(=[O:15])=[O:14]. The yield is 0.500. (4) The reactants are [C:1](Cl)(=O)C.[Cl:5][C:6]1[CH:14]=[C:13]([OH:15])[C:12]([N+:16]([O-:18])=[O:17])=[CH:11][C:7]=1[C:8]([OH:10])=[O:9]. The catalyst is CO. The product is [Cl:5][C:6]1[CH:14]=[C:13]([OH:15])[C:12]([N+:16]([O-:18])=[O:17])=[CH:11][C:7]=1[C:8]([O:10][CH3:1])=[O:9]. The yield is 0.910. (5) The reactants are C[O:2][C:3](=O)[C:4]1[CH:9]=[CH:8][C:7]([S:10][C:11]2[CH:16]=[CH:15][C:14]([OH:17])=[CH:13][CH:12]=2)=[C:6]([NH2:18])[CH:5]=1.[H-].[Al+3].[Li+].[H-].[H-].[H-].O. The catalyst is O1CCCC1. The product is [NH2:18][C:6]1[CH:5]=[C:4]([CH2:3][OH:2])[CH:9]=[CH:8][C:7]=1[S:10][C:11]1[CH:16]=[CH:15][C:14]([OH:17])=[CH:13][CH:12]=1. The yield is 0.660. (6) The reactants are [C:1]1(=O)[CH2:5][CH2:4][CH2:3][CH2:2]1.[CH3:7][CH:8]1[CH2:12][CH2:11][CH2:10][NH:9]1.[C-:13]#[N:14].[K+]. The catalyst is O. The product is [CH3:7][CH:8]1[CH2:12][CH2:11][CH2:10][N:9]1[C:1]1([C:13]#[N:14])[CH2:5][CH2:4][CH2:3][CH2:2]1. The yield is 0.790.